Dataset: NCI-60 drug combinations with 297,098 pairs across 59 cell lines. Task: Regression. Given two drug SMILES strings and cell line genomic features, predict the synergy score measuring deviation from expected non-interaction effect. Drug 1: C1CC(C1)(C(=O)O)C(=O)O.[NH2-].[NH2-].[Pt+2]. Drug 2: CCCCC(=O)OCC(=O)C1(CC(C2=C(C1)C(=C3C(=C2O)C(=O)C4=C(C3=O)C=CC=C4OC)O)OC5CC(C(C(O5)C)O)NC(=O)C(F)(F)F)O. Cell line: SN12C. Synergy scores: CSS=42.5, Synergy_ZIP=0.152, Synergy_Bliss=2.75, Synergy_Loewe=-19.0, Synergy_HSA=1.42.